From a dataset of Reaction yield outcomes from USPTO patents with 853,638 reactions. Predict the reaction yield, written as a fraction of the theoretical maximum amount of product (1.0 means a 100% yield; for example, 0.34 means a 34% yield). (1) The reactants are [F:1][C:2]([F:21])([C:8]1[CH:13]=[CH:12][C:11]([C:14]2[CH:19]=[CH:18][C:17]([F:20])=[CH:16][CH:15]=2)=[CH:10][CH:9]=1)[C:3]([O:5]CC)=[O:4].CO.O.[OH-].[Li+]. The catalyst is O1CCCC1.O. The product is [F:21][C:2]([F:1])([C:8]1[CH:9]=[CH:10][C:11]([C:14]2[CH:19]=[CH:18][C:17]([F:20])=[CH:16][CH:15]=2)=[CH:12][CH:13]=1)[C:3]([OH:5])=[O:4]. The yield is 0.440. (2) The catalyst is O. The product is [CH2:24]([O:10][C:5]1[CH:4]=[CH:3][C:2]([F:1])=[CH:9][C:6]=1[CH:7]=[O:8])[CH:23]=[CH2:22]. The reactants are [F:1][C:2]1[CH:9]=[C:6]([CH:7]=[O:8])[C:5]([OH:10])=[CH:4][CH:3]=1.C(=O)([O-])[O-].[K+].[K+].CN(C=O)C.[CH2:22](Br)[CH:23]=[CH2:24]. The yield is 0.902.